The task is: Predict the reactants needed to synthesize the given product.. This data is from Full USPTO retrosynthesis dataset with 1.9M reactions from patents (1976-2016). (1) The reactants are: [CH:1]1([CH2:4][O:5][C:6]2[CH:11]=[C:10]([O:12][CH3:13])[CH:9]=[CH:8][C:7]=2[C:14]2[C:15]3[NH:22][C:21]([CH3:23])=[C:20]([C:24]([O:26][CH2:27][CH3:28])=[O:25])[C:16]=3[N:17]=[CH:18][N:19]=2)[CH2:3][CH2:2]1.Cl[CH2:30][O:31][CH2:32][CH2:33][Si:34]([CH3:37])([CH3:36])[CH3:35]. Given the product [CH:1]1([CH2:4][O:5][C:6]2[CH:11]=[C:10]([O:12][CH3:13])[CH:9]=[CH:8][C:7]=2[C:14]2[C:15]3[N:22]([CH2:30][O:31][CH2:32][CH2:33][Si:34]([CH3:37])([CH3:36])[CH3:35])[C:21]([CH3:23])=[C:20]([C:24]([O:26][CH2:27][CH3:28])=[O:25])[C:16]=3[N:17]=[CH:18][N:19]=2)[CH2:3][CH2:2]1, predict the reactants needed to synthesize it. (2) The reactants are: C([O:4][CH2:5][C:6]([N:8]1[CH2:17][CH2:16][C:15]2[C:10](=[CH:11][CH:12]=[C:13]([N:18]3[CH2:22][C@H:21]([CH2:23][NH:24][C:25](=[O:27])[CH3:26])[O:20][C:19]3=[O:28])[CH:14]=2)[CH2:9]1)=[O:7])(=O)C.C([O-])([O-])=O.[K+].[K+].Cl. Given the product [OH:4][CH2:5][C:6]([N:8]1[CH2:17][CH2:16][C:15]2[C:10](=[CH:11][CH:12]=[C:13]([N:18]3[CH2:22][C@H:21]([CH2:23][NH:24][C:25](=[O:27])[CH3:26])[O:20][C:19]3=[O:28])[CH:14]=2)[CH2:9]1)=[O:7], predict the reactants needed to synthesize it. (3) Given the product [CH2:1]([N:8]1[CH2:12][CH2:11][CH2:10][CH:9]1[C:13]1[CH:22]=[CH:21][CH:20]=[C:19]2[C:14]=1[CH:15]=[CH:16][C:17]([S:23]([NH:43][C:42]1[S:38][N:39]=[CH:40][N:41]=1)(=[O:25])=[O:24])=[CH:18]2)[C:2]1[CH:7]=[CH:6][CH:5]=[CH:4][CH:3]=1, predict the reactants needed to synthesize it. The reactants are: [CH2:1]([N:8]1[CH2:12][CH2:11][CH2:10][CH:9]1[C:13]1[CH:22]=[CH:21][CH:20]=[C:19]2[C:14]=1[CH:15]=[CH:16][C:17]([S:23](OC1C(F)=C(F)C(F)=C(F)C=1F)(=[O:25])=[O:24])=[CH:18]2)[C:2]1[CH:7]=[CH:6][CH:5]=[CH:4][CH:3]=1.[S:38]1[C:42]([NH2:43])=[N:41][CH:40]=[N:39]1.C1COCC1.CC([O-])(C)C.[Li+].